Dataset: Forward reaction prediction with 1.9M reactions from USPTO patents (1976-2016). Task: Predict the product of the given reaction. Given the reactants O(C[C@H:10]([OH:12])C)[Si](C(C)(C)C)(C)C.N[C:14]1C=CN(C)N=1.[CH3:20][O:21][C:22](=[O:40])[C:23]1[CH:28]=[C:27]([OH:29])[CH:26]=[C:25]([O:30][C:31]2[CH:36]=[CH:35][C:34]([C:37](=[O:39])[CH3:38])=[CH:33][CH:32]=2)[CH:24]=1, predict the reaction product. The product is: [CH3:20][O:21][C:22](=[O:40])[C:23]1[CH:28]=[C:27]([O:29][CH2:14][O:12][CH3:10])[CH:26]=[C:25]([O:30][C:31]2[CH:36]=[CH:35][C:34]([C:37](=[O:39])[CH3:38])=[CH:33][CH:32]=2)[CH:24]=1.